This data is from Forward reaction prediction with 1.9M reactions from USPTO patents (1976-2016). The task is: Predict the product of the given reaction. (1) Given the reactants [H-].[Na+].[C:3]([O:7][C:8]([NH:10][C:11]1[N:16]=[C:15]([C:17]([O:19][CH2:20][CH3:21])=[O:18])[CH:14]=[CH:13][CH:12]=1)=[O:9])([CH3:6])([CH3:5])[CH3:4].Br[CH2:23][C:24]([O:26][C:27]([CH3:30])([CH3:29])[CH3:28])=[O:25].[Cl-].[NH4+], predict the reaction product. The product is: [C:27]([O:26][C:24](=[O:25])[CH2:23][N:10]([C:8]([O:7][C:3]([CH3:6])([CH3:5])[CH3:4])=[O:9])[C:11]1[CH:12]=[CH:13][CH:14]=[C:15]([C:17]([O:19][CH2:20][CH3:21])=[O:18])[N:16]=1)([CH3:30])([CH3:29])[CH3:28]. (2) The product is: [C:21]([O:24][C@@H:25]1[C@H:29]([CH2:30][CH2:31][CH2:32][CH2:33][CH2:34][CH2:35][C:36]([O:38][CH3:39])=[O:37])[C@@H:28](/[CH:40]=[CH:4]/[C:3](=[O:11])[C:2]([F:1])([F:17])[CH2:12][C@@H:13]([CH3:16])[CH2:14][CH3:15])[C@H:27]([O:42][CH:43]2[CH2:48][CH2:47][CH2:46][CH2:45][O:44]2)[CH2:26]1)(=[O:23])[CH3:22]. Given the reactants [F:1][C:2]([F:17])([CH2:12][C@@H:13]([CH3:16])[CH2:14][CH3:15])[C:3](=[O:11])[CH2:4]P(=O)(OC)OC.O.[OH-].[Li+].[C:21]([O:24][C@@H:25]1[C@H:29]([CH2:30][CH2:31][CH2:32][CH2:33][CH2:34][CH2:35][C:36]([O:38][CH3:39])=[O:37])[C@@H:28]([CH:40]=O)[C@H:27]([O:42][CH:43]2[CH2:48][CH2:47][CH2:46][CH2:45][O:44]2)[CH2:26]1)(=[O:23])[CH3:22], predict the reaction product. (3) Given the reactants C(O[C:6](=[O:13])[CH2:7][C:8]([CH:10]1[CH2:12][CH2:11]1)=[O:9])(C)(C)C.[Mg].C(Cl)(Cl)(Cl)Cl.[CH3:20][C:21]1[N:29]=[C:28]([C:30]([F:33])([F:32])[F:31])[CH:27]=[CH:26][C:22]=1C(Cl)=O, predict the reaction product. The product is: [CH:10]1([C:8](=[O:9])[CH2:7][C:6]([C:22]2[C:21]([CH3:20])=[N:29][C:28]([C:30]([F:32])([F:33])[F:31])=[CH:27][CH:26]=2)=[O:13])[CH2:11][CH2:12]1.